From a dataset of Forward reaction prediction with 1.9M reactions from USPTO patents (1976-2016). Predict the product of the given reaction. (1) The product is: [F:1][C:2]1[N:3]=[CH:4][C:5]([CH:15]2[CH2:20][CH2:19][NH:18][CH2:17][CH2:16]2)=[CH:6][CH:7]=1. Given the reactants [F:1][C:2]1[CH:7]=[CH:6][C:5](Br)=[CH:4][N:3]=1.C([Li])CCC.O=[C:15]1[CH2:20][CH2:19][N:18](C(OC(C)(C)C)=O)[CH2:17][CH2:16]1.O, predict the reaction product. (2) Given the reactants [F:1][C:2]1[CH:7]=[C:6]([I:8])[CH:5]=[CH:4][C:3]=1[NH:9][C:10]1[N:15]([CH3:16])[C:14](=[O:17])[C:13]2[CH2:18][CH2:19][CH2:20][C:12]=2[C:11]=1[C:21](OCC)=[O:22].[Si:26]([O:33][C@H:34]([CH3:38])[CH2:35][O:36][NH2:37])([C:29]([CH3:32])([CH3:31])[CH3:30])([CH3:28])[CH3:27].[Li+].C[Si]([N-][Si](C)(C)C)(C)C, predict the reaction product. The product is: [Si:26]([O:33][C@H:34]([CH3:38])[CH2:35][O:36][NH:37][C:21]([C:11]1[C:12]2[CH2:20][CH2:19][CH2:18][C:13]=2[C:14](=[O:17])[N:15]([CH3:16])[C:10]=1[NH:9][C:3]1[CH:4]=[CH:5][C:6]([I:8])=[CH:7][C:2]=1[F:1])=[O:22])([C:29]([CH3:32])([CH3:31])[CH3:30])([CH3:28])[CH3:27]. (3) Given the reactants [C:1](Cl)(=[O:3])[CH3:2].[NH2:5][NH:6][C:7]([C:9]1[N:14]=[C:13]([N:15]2[CH2:19][CH2:18][CH2:17][CH:16]2[C:20]2[O:24][N:23]=[C:22]([C:25]3[CH:30]=[CH:29][CH:28]=[CH:27][N:26]=3)[CH:21]=2)[N:12]=[C:11]([NH:31][C:32]2[CH:36]=[C:35]([CH3:37])[NH:34][N:33]=2)[CH:10]=1)=[O:8].C(N(CC)CC)C.C1C[O:48][CH2:47][CH2:46]1, predict the reaction product. The product is: [C:1]([NH:5][NH:6][C:7]([C:9]1[N:14]=[C:13]([N:15]2[CH2:19][CH2:18][CH2:17][CH:16]2[C:20]2[O:24][N:23]=[C:22]([C:25]3[CH:30]=[CH:29][CH:28]=[CH:27][N:26]=3)[CH:21]=2)[N:12]=[C:11]([NH:31][CH:32]2[CH:36]=[C:35]([CH3:37])[NH:34][N:33]2[C:47](=[O:48])[CH3:46])[CH:10]=1)=[O:8])(=[O:3])[CH3:2]. (4) Given the reactants FC1C=C(C2(O)CCOCC2)C=C(O)C=1.F[C:17]1[CH:18]=[C:19]([OH:31])[CH:20]=[C:21]([C:23]2([O:29][CH3:30])[CH2:28][CH2:27][O:26][CH2:25][CH2:24]2)[CH:22]=1.C(C(CCCC)COC(=O)CCSC1C=C(C2(O)CCOCC2)C=C(F)C=1)C.C(C(CCCC)COC(=O)CCSC1C=C(C2(OC)CCOCC2)C=C(F)C=1)C, predict the reaction product. The product is: [CH3:30][O:29][C:23]1([C:21]2[CH:20]=[C:19]([OH:31])[CH:18]=[CH:17][CH:22]=2)[CH2:28][CH2:27][O:26][CH2:25][CH2:24]1. (5) Given the reactants [CH:1]([NH:3][N:4]([C:20]1[CH:25]=[CH:24][C:23]([O:26][C:27]2[CH:32]=[CH:31][CH:30]=[CH:29][CH:28]=2)=[CH:22][CH:21]=1)[C:5]([NH:7][C:8]1[CH:13]=[CH:12][C:11]([O:14][CH2:15][CH2:16][N:17]([CH3:19])[CH3:18])=[CH:10][CH:9]=1)=[O:6])=O.[OH-].[K+], predict the reaction product. The product is: [CH3:18][N:17]([CH3:19])[CH2:16][CH2:15][O:14][C:11]1[CH:10]=[CH:9][C:8]([N:7]2[CH:1]=[N:3][N:4]([C:20]3[CH:25]=[CH:24][C:23]([O:26][C:27]4[CH:32]=[CH:31][CH:30]=[CH:29][CH:28]=4)=[CH:22][CH:21]=3)[C:5]2=[O:6])=[CH:13][CH:12]=1. (6) Given the reactants CN1CCN(C2C=CC(NC3C4N(N=CN=4)C(C4C=C(C(N)=O)SC=4)=CN=3)=CC=2)CC1.[Br:32][C:33]1[N:38]2[N:39]=[CH:40][N:41]=[C:37]2[C:36](Br)=[N:35][CH:34]=1.[C:43]([N:47]1[CH2:52][CH2:51][N:50]([C:53]2[CH:58]=[CH:57][C:56]([NH2:59])=[CH:55][CH:54]=2)[CH2:49][CH2:48]1)([CH3:46])([CH3:45])[CH3:44].C(N(C(C)C)C(C)C)C, predict the reaction product. The product is: [Br:32][C:33]1[N:38]2[N:39]=[CH:40][N:41]=[C:37]2[C:36]([NH:59][C:56]2[CH:55]=[CH:54][C:53]([N:50]3[CH2:49][CH2:48][N:47]([C:43]([CH3:46])([CH3:45])[CH3:44])[CH2:52][CH2:51]3)=[CH:58][CH:57]=2)=[N:35][CH:34]=1. (7) Given the reactants [C:1]([O:5][C:6]([NH:8][C@H:9]1[CH2:13][CH2:12][C:11]([C:17]([OH:20])([CH3:19])[CH3:18])([C:14]([OH:16])=O)[CH2:10]1)=[O:7])([CH3:4])([CH3:3])[CH3:2].[F:21][C:22]([F:36])([F:35])[C:23]1[CH:28]=[CH:27][N:26]=[C:25]([N:29]2[CH2:34][CH2:33][NH:32][CH2:31][CH2:30]2)[CH:24]=1.C(N(CC)CC)C.F[P-](F)(F)(F)(F)F.N1(O[P+](N(C)C)(N(C)C)N(C)C)C2C=CC=CC=2N=N1, predict the reaction product. The product is: [OH:20][C:17]([C:11]1([C:14]([N:32]2[CH2:33][CH2:34][N:29]([C:25]3[CH:24]=[C:23]([C:22]([F:36])([F:21])[F:35])[CH:28]=[CH:27][N:26]=3)[CH2:30][CH2:31]2)=[O:16])[CH2:12][CH2:13][CH:9]([NH:8][C:6](=[O:7])[O:5][C:1]([CH3:2])([CH3:3])[CH3:4])[CH2:10]1)([CH3:19])[CH3:18]. (8) Given the reactants C1N=CN(C(N2C=NC=C2)=O)C=1.[N:13]1[C:22]2[C:17](=[CH:18][C:19]([C:23]([OH:25])=O)=[CH:20][CH:21]=2)[CH:16]=[CH:15][CH:14]=1.Cl.[CH3:27][NH:28][O:29][CH3:30], predict the reaction product. The product is: [CH3:30][O:29][N:28]([CH3:27])[C:23]([C:19]1[CH:18]=[C:17]2[C:22](=[CH:21][CH:20]=1)[N:13]=[CH:14][CH:15]=[CH:16]2)=[O:25]. (9) Given the reactants [CH3:1][CH:2]([CH3:38])[C@@H:3]([NH:11][C:12]([C:14]1[C:22]2[C:17](=[N:18][CH:19]=[C:20]([O:23][C:24]3[CH:29]=[CH:28][CH:27]=[CH:26][CH:25]=3)[N:21]=2)[N:16](COCC[Si](C)(C)C)[CH:15]=1)=[O:13])[C:4]([N:6]1[CH2:10][CH2:9][CH2:8][CH2:7]1)=[O:5].FC(F)(F)C(O)=O, predict the reaction product. The product is: [CH3:1][CH:2]([CH3:38])[C@@H:3]([NH:11][C:12]([C:14]1[C:22]2[C:17](=[N:18][CH:19]=[C:20]([O:23][C:24]3[CH:25]=[CH:26][CH:27]=[CH:28][CH:29]=3)[N:21]=2)[NH:16][CH:15]=1)=[O:13])[C:4]([N:6]1[CH2:7][CH2:8][CH2:9][CH2:10]1)=[O:5]. (10) Given the reactants [F:8][C:7]([F:10])([F:9])[C:6](O[C:6](=[O:11])[C:7]([F:10])([F:9])[F:8])=[O:11].[CH3:14][O:15][C:16]([C@@H:18]1[CH2:20][C@H:19]1[C:21]1[CH:26]=[CH:25][C:24]([NH:27][CH2:28][C:29]2[CH:30]=[CH:31][CH:32]=[C:33]3[C:38]=2[N:37]([C:39]([O:41][C:42]([CH3:45])([CH3:44])[CH3:43])=[O:40])[CH2:36][CH2:35][CH2:34]3)=[CH:23][CH:22]=1)=[O:17].C(=O)(O)[O-].[Na+], predict the reaction product. The product is: [CH3:14][O:15][C:16]([C@@H:18]1[CH2:20][C@H:19]1[C:21]1[CH:22]=[CH:23][C:24]([N:27]([CH2:28][C:29]2[CH:30]=[CH:31][CH:32]=[C:33]3[C:38]=2[N:37]([C:39]([O:41][C:42]([CH3:45])([CH3:44])[CH3:43])=[O:40])[CH2:36][CH2:35][CH2:34]3)[C:6](=[O:11])[C:7]([F:8])([F:9])[F:10])=[CH:25][CH:26]=1)=[O:17].